From a dataset of Reaction yield outcomes from USPTO patents with 853,638 reactions. Predict the reaction yield, written as a fraction of the theoretical maximum amount of product (1.0 means a 100% yield; for example, 0.34 means a 34% yield). (1) The reactants are [F:1][C:2]1[CH:7]=[CH:6][C:5]([C:8]2[S:9][C:10]([CH:13]([C:15]3[CH:20]=[CH:19][N:18]=[CH:17][CH:16]=3)[OH:14])=[CH:11][N:12]=2)=[CH:4][CH:3]=1.CC(OI1(OC(C)=O)(OC(C)=O)OC(=O)C2C=CC=CC1=2)=O.C([O-])(O)=O.[Na+].C(OCC)(=O)C. The catalyst is C(Cl)Cl. The product is [F:1][C:2]1[CH:3]=[CH:4][C:5]([C:8]2[S:9][C:10]([C:13]([C:15]3[CH:16]=[CH:17][N:18]=[CH:19][CH:20]=3)=[O:14])=[CH:11][N:12]=2)=[CH:6][CH:7]=1. The yield is 0.670. (2) The reactants are [O-:1][CH2:2][CH3:3].CN(P(=N[P+](N=P(N(C)C)(N(C)C)N(C)C)(N=P(N(C)C)(N(C)C)N(C)C)N=[PH2]N(CC[CH2:29][CH2:30][CH2:31][CH2:32][CH2:33][CH3:34])CCCCCCCC)(N(C)C)N(C)C)C. The catalyst is P(N(C)C)(N(C)C)N(C)C. The product is [CH2:2]([O:1][C:29]1[CH:30]=[CH:31][CH:32]=[CH:33][CH:34]=1)[CH3:3]. The yield is 0.860. (3) The reactants are Br[C:2]1[CH:3]=[CH:4][C:5]([O:8][CH2:9][CH:10]2[CH2:15][CH2:14][N:13]([CH2:16][C:17]([CH2:21][CH3:22])([F:20])[CH2:18][CH3:19])[CH2:12][CH2:11]2)=[N:6][CH:7]=1.[CH2:23]([O:25][C:26]([C:28]1[CH:33]=[CH:32][C:31](B(O)O)=[CH:30][C:29]=1[F:37])=[O:27])[CH3:24].C([O-])([O-])=O.[Na+].[Na+]. The catalyst is C1C=CC(P(C2C=CC=CC=2)[C-]2C=CC=C2)=CC=1.C1C=CC(P(C2C=CC=CC=2)[C-]2C=CC=C2)=CC=1.Cl[Pd]Cl.[Fe+2].COCCOC. The product is [CH2:18]([C:17]([F:20])([CH2:21][CH3:22])[CH2:16][N:13]1[CH2:14][CH2:15][CH:10]([CH2:9][O:8][C:5]2[N:6]=[CH:7][C:2]([C:31]3[CH:32]=[CH:33][C:28]([C:26]([O:25][CH2:23][CH3:24])=[O:27])=[C:29]([F:37])[CH:30]=3)=[CH:3][CH:4]=2)[CH2:11][CH2:12]1)[CH3:19]. The yield is 0.480. (4) The reactants are Cl.[F:2][C:3]1([F:19])[O:7][C:6]2[CH:8]=[CH:9][C:10]([CH2:12][CH:13]3[CH2:18][CH2:17][CH2:16][NH:15][CH2:14]3)=[CH:11][C:5]=2[O:4]1.CCN(CC)CC.C1([O:33][C:34](=O)[NH:35][C:36]2[CH:37]=[N:38][CH:39]=[CH:40][CH:41]=2)C=CC=CC=1. The catalyst is CC#N. The product is [N:38]1[CH:39]=[CH:40][CH:41]=[C:36]([NH:35][C:34]([N:15]2[CH2:16][CH2:17][CH2:18][CH:13]([CH2:12][C:10]3[CH:9]=[CH:8][C:6]4[O:7][C:3]([F:2])([F:19])[O:4][C:5]=4[CH:11]=3)[CH2:14]2)=[O:33])[CH:37]=1. The yield is 0.930. (5) The reactants are [NH2:1][C:2]1[N:7]=[CH:6][N:5]=[C:4]2[N:8]([CH2:25][C@@H:26]3[CH2:30][CH2:29][CH2:28][N:27]3[C:31](=[O:35])[CH2:32][C:33]#[N:34])[N:9]=[C:10]([C:11]3[CH:16]=[CH:15][C:14]([O:17][C:18]4[CH:23]=[CH:22][CH:21]=[CH:20][CH:19]=4)=[CH:13][C:12]=3[F:24])[C:3]=12.N1CCCCC1.[CH3:42][C:43]([N:47]1[CH2:52][CH2:51][O:50][CH2:49][CH2:48]1)([CH3:46])[CH:44]=O. The catalyst is C(O)C. The product is [NH2:1][C:2]1[N:7]=[CH:6][N:5]=[C:4]2[N:8]([CH2:25][C@@H:26]3[CH2:30][CH2:29][CH2:28][N:27]3[C:31]([C:32](=[CH:42][C:43]([CH3:46])([N:47]3[CH2:52][CH2:51][O:50][CH2:49][CH2:48]3)[CH3:44])[C:33]#[N:34])=[O:35])[N:9]=[C:10]([C:11]3[CH:16]=[CH:15][C:14]([O:17][C:18]4[CH:19]=[CH:20][CH:21]=[CH:22][CH:23]=4)=[CH:13][C:12]=3[F:24])[C:3]=12. The yield is 0.210.